Dataset: Full USPTO retrosynthesis dataset with 1.9M reactions from patents (1976-2016). Task: Predict the reactants needed to synthesize the given product. (1) Given the product [CH3:1][N:2]1[C@@H:11]2[CH2:12][C:13]3[CH:18]=[CH:17][C:16]([OH:19])=[C:15]([OH:20])[C:14]=3[C:9]3[C:10]2=[C:5]([CH:6]=[CH:7][CH:8]=3)[CH2:4][CH2:3]1, predict the reactants needed to synthesize it. The reactants are: [CH3:1][N:2]1[C@@H:11]2[CH2:12][C:13]3[CH:18]=[CH:17][C:16]([OH:19])=[C:15]([OH:20])[C:14]=3[C:9]3[C:10]2=[C:5]([CH:6]=[CH:7][CH:8]=3)[CH2:4][CH2:3]1.Cl.OC1O[C@H](CO)[C@@H](O[C@@H]2O[C@H](CO)[C@H](O)[C@H](O)[C@H]2O)[C@H](O)[C@H]1O. (2) The reactants are: [H-].[Na+].[CH3:3][CH:4]([CH2:13][CH2:14][CH2:15][CH:16]([CH3:18])[CH3:17])[CH2:5][CH2:6][O:7][CH2:8][CH2:9][CH2:10][CH2:11]Br.[NH:19]1[CH:23]=[CH:22][N:21]=[CH:20]1. Given the product [CH3:3][CH:4]([CH2:13][CH2:14][CH2:15][CH:16]([CH3:18])[CH3:17])[CH2:5][CH2:6][O:7][CH2:8][CH2:9][CH2:10][CH2:11][N:19]1[CH:23]=[CH:22][N:21]=[CH:20]1, predict the reactants needed to synthesize it. (3) The reactants are: Br[CH:2]([C:17]1[CH:22]=[CH:21][C:20]([F:23])=[CH:19][CH:18]=1)[C:3]([C:5]1[C:13]2[C:8](=[C:9]([CH2:14][CH2:15][OH:16])[CH:10]=[CH:11][CH:12]=2)[NH:7][CH:6]=1)=[O:4].[CH3:24][O:25][C:26]1[CH:27]=[C:28]([CH:30]=[C:31]([O:33][CH3:34])[CH:32]=1)[NH2:29]. Given the product [CH3:34][O:33][C:31]1[CH:30]=[C:28]([NH:29][CH:2]([C:17]2[CH:22]=[CH:21][C:20]([F:23])=[CH:19][CH:18]=2)[C:3]([C:5]2[C:13]3[C:8](=[C:9]([CH2:14][CH2:15][OH:16])[CH:10]=[CH:11][CH:12]=3)[NH:7][CH:6]=2)=[O:4])[CH:27]=[C:26]([O:25][CH3:24])[CH:32]=1, predict the reactants needed to synthesize it. (4) Given the product [C:1]([O:5][C:6]([N:8]1[CH2:14][CH2:13][CH2:12][N:11]([C:15]2[N:16]([CH2:27][CH2:28][CH2:29][C:30](=[O:32])[CH3:31])[C:17]3[CH:23]=[CH:22][CH:21]=[CH:20][C:18]=3[N:19]=2)[CH2:10][CH2:9]1)=[O:7])([CH3:4])([CH3:2])[CH3:3], predict the reactants needed to synthesize it. The reactants are: [C:1]([O:5][C:6]([N:8]1[CH2:14][CH2:13][CH2:12][N:11]([C:15]2[NH:19][C:18]3[CH:20]=[CH:21][CH:22]=[CH:23][C:17]=3[N:16]=2)[CH2:10][CH2:9]1)=[O:7])([CH3:4])([CH3:3])[CH3:2].[H-].[Na+].Cl[CH2:27][CH2:28][CH2:29][C:30](=[O:32])[CH3:31].C(=O)=O.CC(C)=O.[Cl-].[NH4+]. (5) Given the product [Br:37][CH2:35][C:22]1[CH:23]=[C:24]([CH:25]=[CH:26][C:21]=1[F:20])[CH2:27][O:28][CH:29]1[CH2:34][CH2:33][CH2:32][CH2:31][O:30]1, predict the reactants needed to synthesize it. The reactants are: C1(P(C2C=CC=CC=2)C2C=CC=CC=2)C=CC=CC=1.[F:20][C:21]1[CH:26]=[CH:25][C:24]([CH2:27][O:28][CH:29]2[CH2:34][CH2:33][CH2:32][CH2:31][O:30]2)=[CH:23][C:22]=1[CH2:35]O.[Br:37]C(Br)(Br)Br.CCCCC. (6) The reactants are: [CH2:1]([O:3][C:4]([C:6]1[NH:7][C:8]2[C:13]([CH:14]=1)=[CH:12][CH:11]=[C:10](Br)[CH:9]=2)=[O:5])[CH3:2].[C:16]([C:20]1[CH:25]=[CH:24][C:23](B(O)O)=[CH:22][CH:21]=1)([CH3:19])([CH3:18])[CH3:17].[O-]P([O-])([O-])=O.[K+].[K+].[K+].C(P(C(C)(C)C)C1C=CC=CC=1C1C=CC=CC=1P(C(C)(C)C)C(C)(C)C)(C)(C)C.C([O-])(O)=O.[Na+]. Given the product [CH2:1]([O:3][C:4]([C:6]1[NH:7][C:8]2[C:13]([CH:14]=1)=[CH:12][CH:11]=[C:10]([C:23]1[CH:24]=[CH:25][C:20]([C:16]([CH3:19])([CH3:18])[CH3:17])=[CH:21][CH:22]=1)[CH:9]=2)=[O:5])[CH3:2], predict the reactants needed to synthesize it. (7) Given the product [O:1]1[CH2:2][CH2:3][CH:4]([N:7]2[CH2:12][CH2:11][CH:10]([NH2:13])[CH2:9][CH2:8]2)[CH2:5][CH2:6]1, predict the reactants needed to synthesize it. The reactants are: [O:1]1[CH2:6][CH2:5][CH:4]([N:7]2[CH2:12][CH2:11][CH:10]([NH:13]C(=O)OC(C)(C)C)[CH2:9][CH2:8]2)[CH2:3][CH2:2]1.Cl.CO. (8) Given the product [F:27][C:7]([F:6])([F:26])[C:8]([CH2:9][C:10]1([CH3:24])[C:19]2[C:14](=[CH:15][CH:16]=[C:17]([S:20]([CH3:23])(=[O:21])=[O:22])[CH:18]=2)[O:13][CH2:12][CH2:11]1)([OH:25])[CH2:4][C:3]#[CH:2], predict the reactants needed to synthesize it. The reactants are: [Al].[CH2:2](Br)[C:3]#[CH:4].[F:6][C:7]([F:27])([F:26])[C:8](=[O:25])[CH2:9][C:10]1([CH3:24])[C:19]2[C:14](=[CH:15][CH:16]=[C:17]([S:20]([CH3:23])(=[O:22])=[O:21])[CH:18]=2)[O:13][CH2:12][CH2:11]1. (9) Given the product [C:30]([O:29][CH2:28][CH2:27][CH2:26][CH2:25][CH2:24][CH2:23][N:3]([C:4]1[CH:5]=[CH:6][C:7](/[N:10]=[N:11]/[C:12]2[CH:19]=[CH:18][C:17]([N+:20]([O-:22])=[O:21])=[CH:16][C:13]=2[C:14]#[N:15])=[CH:8][CH:9]=1)[CH2:1][CH3:2])(=[O:33])[CH:31]=[CH2:32], predict the reactants needed to synthesize it. The reactants are: [CH2:1]([N:3]([CH2:23][CH2:24][CH2:25][CH2:26][CH2:27][CH2:28][OH:29])[C:4]1[CH:9]=[CH:8][C:7](/[N:10]=[N:11]/[C:12]2[CH:19]=[CH:18][C:17]([N+:20]([O-:22])=[O:21])=[CH:16][C:13]=2[C:14]#[N:15])=[CH:6][CH:5]=1)[CH3:2].[C:30](Cl)(=[O:33])[CH:31]=[CH2:32].C(OCC)(=O)C. (10) The reactants are: Cl[C:2]1[NH:3][C:4]([C:12]2[CH:17]=[CH:16][CH:15]=[CH:14][C:13]=2[F:18])=[C:5]([CH3:11])[C:6]=1[C:7]([O:9][CH3:10])=[O:8]. Given the product [F:18][C:13]1[CH:14]=[CH:15][CH:16]=[CH:17][C:12]=1[C:4]1[NH:3][CH:2]=[C:6]([C:7]([O:9][CH3:10])=[O:8])[C:5]=1[CH3:11], predict the reactants needed to synthesize it.